Dataset: TCR-epitope binding with 47,182 pairs between 192 epitopes and 23,139 TCRs. Task: Binary Classification. Given a T-cell receptor sequence (or CDR3 region) and an epitope sequence, predict whether binding occurs between them. The epitope is TFYLTNDVSFL. The TCR CDR3 sequence is CASSVSGTGELFF. Result: 0 (the TCR does not bind to the epitope).